The task is: Predict the reactants needed to synthesize the given product.. This data is from Full USPTO retrosynthesis dataset with 1.9M reactions from patents (1976-2016). (1) Given the product [CH3:3][C:4]1[C:8]([C:9]2[C:15]([O:16][CH3:17])=[CH:14][C:13]3[CH:29]4[N:30]([C@@H:31]([C:33]5[CH:40]=[CH:39][C:36]([C:37]#[N:38])=[CH:35][CH:34]=5)[CH3:32])[C:26](=[O:25])[O:27][CH:28]4[CH2:1][NH:12][C:11]=3[CH:10]=2)=[C:7]([CH3:18])[O:6][N:5]=1, predict the reactants needed to synthesize it. The reactants are: [CH2:1]=O.[CH3:3][C:4]1[C:8]([C:9]2[CH:10]=[C:11]([CH:13]=[CH:14][C:15]=2[O:16][CH3:17])[NH2:12])=[C:7]([CH3:18])[O:6][N:5]=1.[O-]S([O-])(=O)=O.[Mg+2].[O:25]=[C:26]1[N:30]([C@@H:31]([C:33]2[CH:40]=[CH:39][C:36]([C:37]#[N:38])=[CH:35][CH:34]=2)[CH3:32])[CH:29]=[CH:28][O:27]1. (2) Given the product [C:29]([C:28]1[CH:31]=[CH:32][C:25]([NH:24]/[C:13](=[C:6]2\[C:5](=[O:23])[NH:4][C:12]3[C:7]\2=[CH:8][CH:9]=[CH:10][CH:11]=3)/[C:14]2[CH:15]=[CH:16][CH:17]=[CH:18][CH:19]=2)=[CH:26][CH:27]=1)#[N:30], predict the reactants needed to synthesize it. The reactants are: C([N:4]1[C:12]2[C:7](=[CH:8][CH:9]=[CH:10][CH:11]=2)[C:6](=[C:13](OCC)[C:14]2[CH:19]=[CH:18][CH:17]=[CH:16][CH:15]=2)[C:5]1=[O:23])(=O)C.[NH2:24][C:25]1[CH:32]=[CH:31][C:28]([C:29]#[N:30])=[CH:27][CH:26]=1.[OH-].[Na+]. (3) Given the product [Br:1][CH2:2][CH2:3][CH2:4][CH2:5][C:6]1[NH:7][C:8]2[C:13]([N:14]=1)=[C:12]([N:15]1[CH2:16][CH2:17][O:18][CH2:19][CH2:20]1)[N:11]=[C:10]([Cl:21])[N:9]=2, predict the reactants needed to synthesize it. The reactants are: [Br:1][CH2:2][CH2:3][CH2:4][CH2:5][C:6]1[N:7](C2CCCCO2)[C:8]2[C:13]([N:14]=1)=[C:12]([N:15]1[CH2:20][CH2:19][O:18][CH2:17][CH2:16]1)[N:11]=[C:10]([Cl:21])[N:9]=2.C1(C)C=CC(S(O)(=O)=O)=CC=1. (4) Given the product [F:38][C:36]1[CH:35]=[CH:34][C:33]([O:39][CH3:40])=[C:32]([C:4]2[C:5]3[N:6]=[C:7]([NH:12][C:13]4[CH:18]=[CH:17][C:16]([N:19]5[CH2:20][CH2:21][N:22]([CH3:25])[CH2:23][CH2:24]5)=[CH:15][C:14]=4[O:26][CH:27]([CH3:29])[CH3:28])[N:8]=[CH:9][C:10]=3[S:11][C:3]=2[CH2:2][OH:1])[CH:37]=1, predict the reactants needed to synthesize it. The reactants are: [OH:1][CH2:2][C:3]1[S:11][C:10]2[CH:9]=[N:8][C:7]([N:12](CO)[C:13]3[CH:18]=[CH:17][C:16]([N:19]4[CH2:24][CH2:23][N:22]([CH3:25])[CH2:21][CH2:20]4)=[CH:15][C:14]=3[O:26][CH:27]([CH3:29])[CH3:28])=[N:6][C:5]=2[C:4]=1[C:32]1[CH:37]=[C:36]([F:38])[CH:35]=[CH:34][C:33]=1[O:39][CH3:40]. (5) Given the product [C:1]([N:4]1[C:12]2[C:7](=[CH:8][C:9]([O:13][CH3:14])=[CH:10][CH:11]=2)[CH2:6][CH:5]1[C:15]#[N:17])(=[O:3])[CH3:2], predict the reactants needed to synthesize it. The reactants are: [C:1]([N:4]1[C:12]2[C:7](=[CH:8][C:9]([O:13][CH3:14])=[CH:10][CH:11]=2)[CH2:6][CH:5]1[C:15]([NH2:17])=O)(=[O:3])[CH3:2].C(N(CC)CC)C.ClC(Cl)(Cl)C(Cl)=O.